Dataset: Experimentally validated miRNA-target interactions with 360,000+ pairs, plus equal number of negative samples. Task: Binary Classification. Given a miRNA mature sequence and a target amino acid sequence, predict their likelihood of interaction. The miRNA is hsa-miR-1469 with sequence CUCGGCGCGGGGCGCGGGCUCC. The protein sequence of the target gene is MWRLTGILGRALPRLLGPGFRGITPKPTSSDGSQTTSPTLPLTRLSFDRSGSHGSKRSRDPKCCGWKDAFHWMSAHVSPNTLRDAISWGTLAVLALHLARQIHFHAPLVAGPQPAERSWHSPLYRFLSSSWWHPHSSLRRHVLPRSDCPAPRNTGLREPRQGQEDHPSAPSQCLPSDSSLRSGLLNLPEEEPSDFDFLHASRDFASQAKAAEAHPPGGKNEQDKAKALPLEEAVTSIQQLFQLSVAITFNFLGTENIKTGDYTAAFSYFQKAADRGYSKAQYNVGLCLEHGRGTPRDLSK.... Result: 0 (no interaction).